This data is from Full USPTO retrosynthesis dataset with 1.9M reactions from patents (1976-2016). The task is: Predict the reactants needed to synthesize the given product. (1) Given the product [CH2:2]([S:34]([C:15]1[C:20]([C:21]2[S:22][C:23]3[CH:29]=[CH:28][C:27]([C:30]([F:32])([F:33])[F:31])=[CH:26][C:24]=3[N:25]=2)=[CH:19][CH:18]=[CH:17][N:16]=1)(=[O:38])=[O:36])[CH3:11], predict the reactants needed to synthesize it. The reactants are: Cl[C:2]1C=C(C=C[CH:11]=1)C(OO)=O.C(S[C:15]1[C:20]([C:21]2[S:22][C:23]3[CH:29]=[CH:28][C:27]([C:30]([F:33])([F:32])[F:31])=[CH:26][C:24]=3[N:25]=2)=[CH:19][CH:18]=[CH:17][N:16]=1)C.[S:34]([O-:38])([O-])(=[O:36])=S.[Na+].[Na+]. (2) Given the product [Br:12][CH2:10][C:9]([C:3]1[CH:4]=[CH:5][C:6]([Cl:8])=[CH:7][C:2]=1[Cl:1])=[O:11], predict the reactants needed to synthesize it. The reactants are: [Cl:1][C:2]1[CH:7]=[C:6]([Cl:8])[CH:5]=[CH:4][C:3]=1[C:9](=[O:11])[CH3:10].[Br:12]Br. (3) Given the product [CH3:13][O:12][C:3]1[CH:4]=[C:5]([CH:10]=[CH:11][C:2]=1[C:27]#[C:26][C:23]1[CH:24]=[CH:25][C:20]([CH3:28])=[CH:21][CH:22]=1)[C:6]([O:8][CH3:9])=[O:7], predict the reactants needed to synthesize it. The reactants are: Br[C:2]1[CH:11]=[CH:10][C:5]([C:6]([O:8][CH3:9])=[O:7])=[CH:4][C:3]=1[O:12][CH3:13].C(=O)([O-])[O-].[Cs+].[Cs+].[C:20]1([CH3:28])[CH:25]=[CH:24][C:23]([C:26]#[CH:27])=[CH:22][CH:21]=1. (4) Given the product [CH3:1][S:2]([N:5]1[C:9]2=[CH:10][CH:11]=[C:12]3[C:17]([N:16]=[C:15]([C:18]4[CH:19]=[CH:20][C:21]([NH:22][C:35]([NH:43][CH2:44][CH2:45][CH3:46])=[O:41])=[CH:23][CH:24]=4)[N:14]=[C:13]3[N:25]3[CH2:30][CH2:29][O:28][CH2:27][CH2:26]3)=[C:8]2[CH:7]=[CH:6]1)(=[O:4])=[O:3], predict the reactants needed to synthesize it. The reactants are: [CH3:1][S:2]([N:5]1[C:9]2=[CH:10][CH:11]=[C:12]3[C:17]([N:16]=[C:15]([C:18]4[CH:24]=[CH:23][C:21]([NH2:22])=[CH:20][CH:19]=4)[N:14]=[C:13]3[N:25]3[CH2:30][CH2:29][O:28][CH2:27][CH2:26]3)=[C:8]2[CH:7]=[CH:6]1)(=[O:4])=[O:3].ClC(Cl)(O[C:35](=[O:41])OC(Cl)(Cl)Cl)Cl.[NH2:43][CH2:44][CH2:45][CH3:46]. (5) Given the product [Cl:35][C:4]1[C:5]2[C:10](=[CH:9][CH:8]=[CH:7][CH:6]=2)[C:1]([N:11]2[CH2:17][CH2:16][C:15]3[C:18]([OH:22])=[N:19][CH:20]=[N:21][C:14]=3[CH2:13][CH2:12]2)=[N:2][N:3]=1, predict the reactants needed to synthesize it. The reactants are: [C:1]1([N:11]2[CH2:17][CH2:16][C:15]3[C:18]([OH:22])=[N:19][CH:20]=[N:21][C:14]=3[CH2:13][CH2:12]2)[C:10]2[C:5](=[CH:6][CH:7]=[CH:8][CH:9]=2)[CH:4]=[N:3][N:2]=1.N1C2CCNCCC=2C(O)=NC=1.[Cl:35]C1C2C(=CC=CC=2)C(Cl)=NN=1.CCN(CC)CC. (6) Given the product [Cl:58][C:45]1[CH:44]=[C:43]2[O:42][C:41]([CH3:60])([OH:59])[CH2:40][C@@:10]3([C@H:9]([OH:8])[C@@H:14]([OH:15])[C@H:13]([OH:23])[C@@H:12]([CH2:31][OH:32])[O:11]3)[C:48]2=[CH:47][C:46]=1[CH2:49][C:50]1[CH:51]=[CH:52][C:53]([CH2:56][CH3:57])=[CH:54][CH:55]=1, predict the reactants needed to synthesize it. The reactants are: C([O:8][C@@H:9]1[C@@H:14]([O:15]CC2C=CC=CC=2)[C@H:13]([O:23]CC2C=CC=CC=2)[C@@H:12]([CH2:31][O:32]CC2C=CC=CC=2)[O:11][C@:10]21[C:48]1[C:43](=[CH:44][C:45]([Cl:58])=[C:46]([CH2:49][C:50]3[CH:55]=[CH:54][C:53]([CH2:56][CH3:57])=[CH:52][CH:51]=3)[CH:47]=1)[O:42][C:41]([CH3:60])([OH:59])[CH2:40]2)C1C=CC=CC=1.[H][H].